Predict the reactants needed to synthesize the given product. From a dataset of Full USPTO retrosynthesis dataset with 1.9M reactions from patents (1976-2016). (1) Given the product [F:1][C:2]1[CH:7]=[CH:6][C:5]([NH2:8])=[C:4]([O:11][C@H:12]2[CH2:13][CH2:14][C@H:15]([OH:18])[CH2:16][CH2:17]2)[CH:3]=1, predict the reactants needed to synthesize it. The reactants are: [F:1][C:2]1[CH:7]=[CH:6][C:5]([N+:8]([O-])=O)=[C:4]([O:11][C@H:12]2[CH2:17][CH2:16][C@H:15]([OH:18])[CH2:14][CH2:13]2)[CH:3]=1.[H][H]. (2) Given the product [CH2:1]([O:8][N:9]1[C:18]2[C:13](=[CH:14][C:15]([C:30]3[CH:31]=[CH:32][CH:33]=[CH:34][C:29]=3[O:28][CH3:27])=[CH:16][N:17]=2)[C:12]([OH:20])=[C:11]([C:21]([O:23][CH2:24][CH3:25])=[O:22])[C:10]1=[O:26])[C:2]1[CH:7]=[CH:6][CH:5]=[CH:4][CH:3]=1, predict the reactants needed to synthesize it. The reactants are: [CH2:1]([O:8][N:9]1[C:18]2[C:13](=[CH:14][C:15](Br)=[CH:16][N:17]=2)[C:12]([OH:20])=[C:11]([C:21]([O:23][CH2:24][CH3:25])=[O:22])[C:10]1=[O:26])[C:2]1[CH:7]=[CH:6][CH:5]=[CH:4][CH:3]=1.[CH3:27][O:28][C:29]1[CH:34]=[CH:33][CH:32]=[CH:31][C:30]=1B([O-])[O-].C(=O)([O-])[O-].[Na+].[Na+].CCOC(C)=O. (3) Given the product [F:28][C:3]([F:2])([O:7][C:8]1[CH:9]=[CH:10][C:11]([O:12][CH:13]2[CH2:18][CH2:17][NH:16][CH2:15][CH2:14]2)=[CH:26][CH:27]=1)[CH:4]([F:6])[F:5], predict the reactants needed to synthesize it. The reactants are: Cl.[F:2][C:3]([F:28])([O:7][C:8]1[CH:27]=[CH:26][C:11]([O:12][CH:13]2[CH2:18][CH2:17][N:16](C(OC(C)(C)C)=O)[CH2:15][CH2:14]2)=[CH:10][CH:9]=1)[CH:4]([F:6])[F:5]. (4) Given the product [CH:26]1([N:29]([CH3:37])[C:30]2[N:31]=[CH:32][C:33]([NH:36][C:9]([C:11]3[O:15][C:14]([C:16]4[CH:21]=[CH:20][CH:19]=[CH:18][C:17]=4[Br:22])=[N:13][C:12]=3[CH2:23][CH2:24][CH3:25])=[O:10])=[CH:34][CH:35]=2)[CH2:28][CH2:27]1, predict the reactants needed to synthesize it. The reactants are: O=C1CCC(=O)N1O[C:9]([C:11]1[O:15][C:14]([C:16]2[CH:21]=[CH:20][CH:19]=[CH:18][C:17]=2[Br:22])=[N:13][C:12]=1[CH2:23][CH2:24][CH3:25])=[O:10].[CH:26]1([N:29]([CH3:37])[C:30]2[CH:35]=[CH:34][C:33]([NH2:36])=[CH:32][N:31]=2)[CH2:28][CH2:27]1. (5) Given the product [OH:13][C:14]([CH3:51])([CH3:52])[CH2:15][O:16][C@@H:17]1[CH2:22][CH2:21][C@H:20]([N:23]2[C:28](=[O:29])[C:27]([CH2:30][C:31]3[CH:36]=[CH:35][C:34]([C:37]4[CH:42]=[CH:41][CH:40]=[CH:39][C:38]=4[C:43]4[NH:3][C:4](=[O:7])[O:5][N:44]=4)=[CH:33][CH:32]=3)=[C:26]([CH2:45][CH2:46][CH3:47])[N:25]3[N:48]=[CH:49][N:50]=[C:24]23)[CH2:19][CH2:18]1, predict the reactants needed to synthesize it. The reactants are: [Cl-].O[NH3+:3].[C:4](=[O:7])([O-])[OH:5].[Na+].CS(C)=O.[OH:13][C:14]([CH3:52])([CH3:51])[CH2:15][O:16][CH:17]1[CH2:22][CH2:21][CH:20]([N:23]2[C:28](=[O:29])[C:27]([CH2:30][C:31]3[CH:36]=[CH:35][C:34]([C:37]4[C:38]([C:43]#[N:44])=[CH:39][CH:40]=[CH:41][CH:42]=4)=[CH:33][CH:32]=3)=[C:26]([CH2:45][CH2:46][CH3:47])[N:25]3[N:48]=[CH:49][N:50]=[C:24]23)[CH2:19][CH2:18]1. (6) Given the product [Cl:21][C:8]1[CH:9]=[C:10]([NH:13][S:14]([C:17]([F:20])([F:19])[F:18])(=[O:16])=[O:15])[CH:11]=[CH:12][C:7]=1[C:5]1[N:6]=[C:2]([C:32]2[CH:31]=[CH:30][N:29]=[C:28]([N:22]3[CH2:23][CH2:24][CH2:25][CH2:26][CH2:27]3)[CH:33]=2)[S:3][CH:4]=1, predict the reactants needed to synthesize it. The reactants are: Br[C:2]1[S:3][CH:4]=[C:5]([C:7]2[CH:12]=[CH:11][C:10]([NH:13][S:14]([C:17]([F:20])([F:19])[F:18])(=[O:16])=[O:15])=[CH:9][C:8]=2[Cl:21])[N:6]=1.[N:22]1([C:28]2[CH:33]=[C:32](B(O)O)[CH:31]=[CH:30][N:29]=2)[CH2:27][CH2:26][CH2:25][CH2:24][CH2:23]1.C(=O)([O-])[O-].[Na+].[Na+].CN(C)C=O. (7) Given the product [CH3:42][N:23]([CH2:24][CH2:25][O:26][CH2:27][CH2:28][O:29][CH2:30][CH2:31][O:32][CH2:33][CH2:34][C:35]([OH:37])=[O:36])[CH2:22][C:20]1[CH:19]=[CH:18][CH:17]=[C:16]([C:14](=[O:15])[NH:13][C:10]2[CH:11]=[CH:12][C:7]([N:1]3[CH2:2][CH2:3][CH2:4][CH2:5][CH2:6]3)=[CH:8][C:9]=2[C:43](=[O:60])[NH:44][C:45]2[CH:49]=[CH:48][N:47]([C:50]3[CH:55]=[CH:54][CH:53]=[C:52]([C:56]([F:57])([F:58])[F:59])[CH:51]=3)[N:46]=2)[N:21]=1, predict the reactants needed to synthesize it. The reactants are: [N:1]1([C:7]2[CH:12]=[CH:11][C:10]([NH:13][C:14]([C:16]3[N:21]=[C:20]([CH2:22][N:23]([CH3:42])[CH2:24][CH2:25][O:26][CH2:27][CH2:28][O:29][CH2:30][CH2:31][O:32][CH2:33][CH2:34][C:35]([O:37]C(C)(C)C)=[O:36])[CH:19]=[CH:18][CH:17]=3)=[O:15])=[C:9]([C:43](=[O:60])[NH:44][C:45]3[CH:49]=[CH:48][N:47]([C:50]4[CH:55]=[CH:54][CH:53]=[C:52]([C:56]([F:59])([F:58])[F:57])[CH:51]=4)[N:46]=3)[CH:8]=2)[CH2:6][CH2:5][CH2:4][CH2:3][CH2:2]1.FC(F)(F)C(O)=O. (8) Given the product [CH:22]([C:20]1[S:21][C:17]([O:1][C:2]2[CH:9]=[CH:8][C:5]([C:6]#[N:7])=[CH:4][CH:3]=2)=[CH:18][CH:19]=1)=[O:23], predict the reactants needed to synthesize it. The reactants are: [OH:1][C:2]1[CH:9]=[CH:8][C:5]([C:6]#[N:7])=[CH:4][CH:3]=1.[H-].[Na+].CS(C)=O.Br[C:17]1[S:21][C:20]([CH:22]=[O:23])=[CH:19][CH:18]=1. (9) Given the product [Cl:21][C:20]1[C:15]2[N:14]=[C:13]3[N:8]([C:5]4[CH:6]=[CH:7][C:2]([O:69][CH2:64][CH3:67])=[CH:3][C:4]=4[CH3:31])[CH2:9][CH2:10][CH2:11][N:12]3[C:16]=2[C:17]([CH:22]([O:27][CH:28]([F:30])[F:29])[C:23]([F:26])([F:25])[F:24])=[CH:18][CH:19]=1, predict the reactants needed to synthesize it. The reactants are: Br[C:2]1[CH:7]=[CH:6][C:5]([N:8]2[C:13]3=[N:14][C:15]4[C:20]([Cl:21])=[CH:19][CH:18]=[C:17]([CH:22]([O:27][CH:28]([F:30])[F:29])[C:23]([F:26])([F:25])[F:24])[C:16]=4[N:12]3[CH2:11][CH2:10][CH2:9]2)=[C:4]([CH3:31])[CH:3]=1.[OH-].[K+].C(P([C:64]([CH3:67])(C)C)C1C(C)=C(C)C(C)=C(C)C=1C1C(C(C)C)=CC(C(C)C)=CC=1C(C)C)(C)(C)C.C(=O)([O-])[O-:69].[K+].[K+].ICC. (10) Given the product [F:1][C:2]([F:25])([F:24])[C:3]1[CH:4]=[C:5]([NH:13][C:14](=[O:23])[C:15]2[CH:20]=[C:19]([C:33]#[C:32][C:26]3[CH:31]=[CH:30][CH:29]=[CH:28][CH:27]=3)[CH:18]=[CH:17][C:16]=2[OH:22])[CH:6]=[C:7]([C:9]([F:12])([F:11])[F:10])[CH:8]=1, predict the reactants needed to synthesize it. The reactants are: [F:1][C:2]([F:25])([F:24])[C:3]1[CH:4]=[C:5]([NH:13][C:14](=[O:23])[C:15]2[CH:20]=[C:19](I)[CH:18]=[CH:17][C:16]=2[OH:22])[CH:6]=[C:7]([C:9]([F:12])([F:11])[F:10])[CH:8]=1.[C:26]1([C:32]#[CH:33])[CH:31]=[CH:30][CH:29]=[CH:28][CH:27]=1.